Dataset: NCI-60 drug combinations with 297,098 pairs across 59 cell lines. Task: Regression. Given two drug SMILES strings and cell line genomic features, predict the synergy score measuring deviation from expected non-interaction effect. (1) Drug 1: CN1C(=O)N2C=NC(=C2N=N1)C(=O)N. Drug 2: N.N.Cl[Pt+2]Cl. Cell line: T-47D. Synergy scores: CSS=25.6, Synergy_ZIP=-3.91, Synergy_Bliss=-1.94, Synergy_Loewe=0.0988, Synergy_HSA=1.53. (2) Drug 1: CNC(=O)C1=CC=CC=C1SC2=CC3=C(C=C2)C(=NN3)C=CC4=CC=CC=N4. Drug 2: COC1=CC(=CC(=C1O)OC)C2C3C(COC3=O)C(C4=CC5=C(C=C24)OCO5)OC6C(C(C7C(O6)COC(O7)C8=CC=CS8)O)O. Cell line: RXF 393. Synergy scores: CSS=21.2, Synergy_ZIP=-4.06, Synergy_Bliss=1.01, Synergy_Loewe=-2.49, Synergy_HSA=1.75. (3) Drug 1: C1=CC(=CC=C1CC(C(=O)O)N)N(CCCl)CCCl.Cl. Drug 2: C(CC(=O)O)C(=O)CN.Cl. Cell line: HS 578T. Synergy scores: CSS=15.7, Synergy_ZIP=-5.86, Synergy_Bliss=-1.28, Synergy_Loewe=-2.68, Synergy_HSA=-2.29. (4) Drug 1: C1=NC2=C(N=C(N=C2N1C3C(C(C(O3)CO)O)O)F)N. Drug 2: CS(=O)(=O)OCCCCOS(=O)(=O)C. Cell line: K-562. Synergy scores: CSS=11.3, Synergy_ZIP=-2.21, Synergy_Bliss=-1.67, Synergy_Loewe=-2.48, Synergy_HSA=-2.30. (5) Drug 1: CCCCCOC(=O)NC1=NC(=O)N(C=C1F)C2C(C(C(O2)C)O)O. Drug 2: CC1=C(N=C(N=C1N)C(CC(=O)N)NCC(C(=O)N)N)C(=O)NC(C(C2=CN=CN2)OC3C(C(C(C(O3)CO)O)O)OC4C(C(C(C(O4)CO)O)OC(=O)N)O)C(=O)NC(C)C(C(C)C(=O)NC(C(C)O)C(=O)NCCC5=NC(=CS5)C6=NC(=CS6)C(=O)NCCC[S+](C)C)O. Cell line: MALME-3M. Synergy scores: CSS=5.66, Synergy_ZIP=-1.79, Synergy_Bliss=-0.886, Synergy_Loewe=-9.28, Synergy_HSA=-3.04. (6) Drug 1: COC1=C(C=C2C(=C1)N=CN=C2NC3=CC(=C(C=C3)F)Cl)OCCCN4CCOCC4. Drug 2: CC1C(C(CC(O1)OC2CC(CC3=C2C(=C4C(=C3O)C(=O)C5=C(C4=O)C(=CC=C5)OC)O)(C(=O)CO)O)N)O.Cl. Cell line: SK-MEL-2. Synergy scores: CSS=46.0, Synergy_ZIP=2.17, Synergy_Bliss=1.85, Synergy_Loewe=-18.1, Synergy_HSA=0.262. (7) Drug 1: CN(C)C1=NC(=NC(=N1)N(C)C)N(C)C. Drug 2: CCN(CC)CCCC(C)NC1=C2C=C(C=CC2=NC3=C1C=CC(=C3)Cl)OC. Cell line: EKVX. Synergy scores: CSS=12.0, Synergy_ZIP=-3.68, Synergy_Bliss=-2.96, Synergy_Loewe=-44.9, Synergy_HSA=-4.82. (8) Drug 1: CC=C1C(=O)NC(C(=O)OC2CC(=O)NC(C(=O)NC(CSSCCC=C2)C(=O)N1)C(C)C)C(C)C. Drug 2: CC1=C(C(=CC=C1)Cl)NC(=O)C2=CN=C(S2)NC3=CC(=NC(=N3)C)N4CCN(CC4)CCO. Cell line: U251. Synergy scores: CSS=29.7, Synergy_ZIP=0.606, Synergy_Bliss=1.03, Synergy_Loewe=-53.3, Synergy_HSA=-1.21. (9) Drug 1: CC1=C(C=C(C=C1)NC2=NC=CC(=N2)N(C)C3=CC4=NN(C(=C4C=C3)C)C)S(=O)(=O)N.Cl. Drug 2: C(CN)CNCCSP(=O)(O)O. Cell line: NCIH23. Synergy scores: CSS=-3.24, Synergy_ZIP=0.436, Synergy_Bliss=-0.939, Synergy_Loewe=-1.14, Synergy_HSA=-1.64.